Dataset: Forward reaction prediction with 1.9M reactions from USPTO patents (1976-2016). Task: Predict the product of the given reaction. Given the reactants [F:1][C:2]1[CH:7]=[C:6]([F:8])[CH:5]=[CH:4][C:3]=1[N:9]1[CH2:14][CH2:13][N:12]([C:15]2[N:20]=[CH:19][NH:18][C:17](=[O:21])[N:16]=2)[CH2:11][CH2:10]1.CC1C=CC(S(O[CH2:33][N:34]2[CH:38]=[CH:37][C:36]([C:39]([F:42])([F:41])[F:40])=[N:35]2)(=O)=O)=CC=1, predict the reaction product. The product is: [F:1][C:2]1[CH:7]=[C:6]([F:8])[CH:5]=[CH:4][C:3]=1[N:9]1[CH2:10][CH2:11][N:12]([C:15]2[N:20]=[CH:19][N:18]([CH2:33][N:34]3[CH:38]=[CH:37][C:36]([C:39]([F:42])([F:41])[F:40])=[N:35]3)[C:17](=[O:21])[N:16]=2)[CH2:13][CH2:14]1.